Regression. Given a peptide amino acid sequence and an MHC pseudo amino acid sequence, predict their binding affinity value. This is MHC class II binding data. From a dataset of Peptide-MHC class II binding affinity with 134,281 pairs from IEDB. (1) The peptide sequence is GRLEYCLKDRMNFDI. The MHC is DRB1_0404 with pseudo-sequence DRB1_0404. The binding affinity (normalized) is 0.230. (2) The peptide sequence is HAYYLQYKNVRPDYL. The MHC is DRB1_1302 with pseudo-sequence DRB1_1302. The binding affinity (normalized) is 0.653. (3) The peptide sequence is IFMTATPPGTADAFP. The MHC is DRB1_0301 with pseudo-sequence DRB1_0301. The binding affinity (normalized) is 0.113. (4) The MHC is DRB1_0101 with pseudo-sequence DRB1_0101. The peptide sequence is ENPVVHFFKNIVTPR. The binding affinity (normalized) is 0.797. (5) The peptide sequence is SRPYNIYPHGITDVHPLYSR. The MHC is DRB1_0301 with pseudo-sequence DRB1_0301. The binding affinity (normalized) is 0.178. (6) The peptide sequence is GELQIVDKIDAAFMI. The MHC is DRB1_0802 with pseudo-sequence DRB1_0802. The binding affinity (normalized) is 0.179. (7) The MHC is DRB1_0901 with pseudo-sequence DRB1_0901. The peptide sequence is TNFKYNYSVIEGGPI. The binding affinity (normalized) is 0.382.